From a dataset of In vitro SARS-CoV-2 activity screen of 1,480 approved drugs from Prestwick library. Binary Classification. Given a drug SMILES string, predict its activity (active/inactive) in a high-throughput screening assay against a specified biological target. The molecule is CN(C)CCN(Cc1cccs1)c1ccccn1.Cl. The result is 0 (inactive).